This data is from Peptide-MHC class I binding affinity with 185,985 pairs from IEDB/IMGT. The task is: Regression. Given a peptide amino acid sequence and an MHC pseudo amino acid sequence, predict their binding affinity value. This is MHC class I binding data. (1) The peptide sequence is IPRRNVATL. The MHC is HLA-A11:01 with pseudo-sequence HLA-A11:01. The binding affinity (normalized) is 0.0249. (2) The peptide sequence is FTNNEFTLS. The MHC is HLA-A02:01 with pseudo-sequence HLA-A02:01. The binding affinity (normalized) is 0. (3) The peptide sequence is IVKAYYNR. The MHC is H-2-Kb with pseudo-sequence H-2-Kb. The binding affinity (normalized) is 0.211. (4) The peptide sequence is ARYARAAAA. The MHC is HLA-A03:01 with pseudo-sequence HLA-A03:01. The binding affinity (normalized) is 0.